From a dataset of Forward reaction prediction with 1.9M reactions from USPTO patents (1976-2016). Predict the product of the given reaction. (1) Given the reactants ClC1C=C(NC2C=CC(F)=CC=2F)C=CC=1C(C1C=C(C#C)C=CC=1C)=O.[Cl:28][C:29]1[CH:34]=[C:33]([NH:35][C:36]2[CH:41]=[CH:40][C:39]([F:42])=[CH:38][C:37]=2[F:43])[CH:32]=[CH:31][C:30]=1[C:44]([C:46]1[CH:51]=[C:50]([C:52]#[C:53][Si](C)(C)C)[CH:49]=[CH:48][C:47]=1[O:58][CH3:59])=[O:45], predict the reaction product. The product is: [Cl:28][C:29]1[CH:34]=[C:33]([NH:35][C:36]2[CH:41]=[CH:40][C:39]([F:42])=[CH:38][C:37]=2[F:43])[CH:32]=[CH:31][C:30]=1[C:44]([C:46]1[CH:51]=[C:50]([C:52]#[CH:53])[CH:49]=[CH:48][C:47]=1[O:58][CH3:59])=[O:45]. (2) Given the reactants [Br:1][C:2]1[CH:7]=[CH:6][C:5]([C@H:8]([NH2:10])[CH3:9])=[CH:4][CH:3]=1.[CH2:11]([S:13](Cl)(=[O:15])=[O:14])[CH3:12].N1C=CC=CC=1, predict the reaction product. The product is: [Br:1][C:2]1[CH:7]=[CH:6][C:5]([C@H:8]([NH:10][S:13]([CH2:11][CH3:12])(=[O:15])=[O:14])[CH3:9])=[CH:4][CH:3]=1. (3) Given the reactants [CH2:1]([N:4]1[C:12]2[C:7](=[CH:8][C:9]([N+:13]([O-])=O)=[CH:10][CH:11]=2)[C:6](=[O:16])[NH:5]1)[CH:2]=[CH2:3].[C:17]1([N:23]2[C:27]([C:28]([F:31])([F:30])[F:29])=[C:26]([C:32](O)=[O:33])[CH:25]=[N:24]2)[CH:22]=[CH:21][CH:20]=[CH:19][CH:18]=1.C(OC(Cl)=O)C(C)C.C(N(CC)CC)C, predict the reaction product. The product is: [O:16]=[C:6]1[C:7]2[C:12](=[CH:11][CH:10]=[C:9]([NH:13][C:32]([C:26]3[CH:25]=[N:24][N:23]([C:17]4[CH:22]=[CH:21][CH:20]=[CH:19][CH:18]=4)[C:27]=3[C:28]([F:30])([F:31])[F:29])=[O:33])[CH:8]=2)[N:4]([CH2:1][CH2:2][CH3:3])[NH:5]1. (4) Given the reactants [Br-].[CH:2]1([P+](C2C=CC=CC=2)(C2C=CC=CC=2)C2C=CC=CC=2)[CH2:6][CH2:5][CH2:4][CH2:3]1.[Li]CCCC.[CH3:31][O:32][C:33](=[O:40])[CH2:34][CH2:35][CH2:36][CH2:37][CH:38]=O.O, predict the reaction product. The product is: [CH3:31][O:32][C:33](=[O:40])[CH2:34][CH2:35][CH2:36][CH2:37][CH:38]=[C:2]1[CH2:3][CH2:4][CH2:5][CH2:6]1.